Task: Predict which catalyst facilitates the given reaction.. Dataset: Catalyst prediction with 721,799 reactions and 888 catalyst types from USPTO (1) Reactant: [CH3:1][CH:2]([C:6]1[C:10]([C:11](OCC)=[O:12])=[CH:9][N:8]([C:16]2[CH:21]=[CH:20][C:19]([C:22]([F:25])([F:24])[F:23])=[CH:18][N:17]=2)[N:7]=1)[CH2:3][CH2:4][CH3:5].[H-].C([Al+]CC(C)C)C(C)C.Cl. Product: [CH3:1][CH:2]([C:6]1[C:10]([CH2:11][OH:12])=[CH:9][N:8]([C:16]2[CH:21]=[CH:20][C:19]([C:22]([F:25])([F:24])[F:23])=[CH:18][N:17]=2)[N:7]=1)[CH2:3][CH2:4][CH3:5]. The catalyst class is: 188. (2) Reactant: C[O:2][C:3]1[CH:8]=[CH:7][CH:6]=[CH:5][C:4]=1[N:9]1[C:18](=[O:19])[C:17]2[C:12](=[CH:13][CH:14]=[CH:15][CH:16]=2)[N:11]=[C:10]1[CH:20]([N:22]1[CH2:27][CH2:26][NH:25][CH2:24][CH2:23]1)[CH3:21]. Product: [OH:2][C:3]1[CH:8]=[CH:7][CH:6]=[CH:5][C:4]=1[N:9]1[C:18](=[O:19])[C:17]2[C:12](=[CH:13][CH:14]=[CH:15][CH:16]=2)[N:11]=[C:10]1[CH:20]([N:22]1[CH2:23][CH2:24][NH:25][CH2:26][CH2:27]1)[CH3:21]. The catalyst class is: 479. (3) Reactant: Cl.Cl.[F:3][C:4]1([F:44])[CH2:9][CH2:8][CH:7]([C@H:10]([NH:37][C:38](=[O:43])[C@H:39]([CH3:42])[NH:40][CH3:41])[C:11]([N:13]2[C@H:18]([C:19]([NH:21][C@H:22]3[C:31]4[C:26](=[CH:27][CH:28]=[CH:29][CH:30]=4)[O:25][CH2:24][CH2:23]3)=[O:20])[CH2:17][N:16]3[CH2:32][C:33]([F:36])([F:35])[CH2:34][C@@H:15]3[CH2:14]2)=[O:12])[CH2:6][CH2:5]1. Product: [F:44][C:4]1([F:3])[CH2:9][CH2:8][CH:7]([C@H:10]([NH:37][C:38](=[O:43])[C@H:39]([CH3:42])[NH:40][CH3:41])[C:11]([N:13]2[C@H:18]([C:19]([NH:21][C@H:22]3[C:31]4[C:26](=[CH:27][CH:28]=[CH:29][CH:30]=4)[O:25][CH2:24][CH2:23]3)=[O:20])[CH2:17][N:16]3[CH2:32][C:33]([F:35])([F:36])[CH2:34][C@@H:15]3[CH2:14]2)=[O:12])[CH2:6][CH2:5]1. The catalyst class is: 13. (4) Reactant: [Cl:1][C:2]1[CH:3]=[C:4]([CH2:17][C:18]2[O:22][C:21]([C:23]([OH:25])=O)=[CH:20][CH:19]=2)[C:5]2[O:9][C:8]([C:10]3[CH:15]=[CH:14][CH:13]=[CH:12][CH:11]=3)=[CH:7][C:6]=2[CH:16]=1.[CH3:26][N:27]1[CH2:32][CH2:31][NH:30][CH2:29][CH2:28]1.OC1C2N=NNC=2C=CC=1.CCN=C=NCCCN(C)C. Product: [ClH:1].[Cl:1][C:2]1[CH:3]=[C:4]([CH2:17][C:18]2[O:22][C:21]([C:23]([N:30]3[CH2:31][CH2:32][N:27]([CH3:26])[CH2:28][CH2:29]3)=[O:25])=[CH:20][CH:19]=2)[C:5]2[O:9][C:8]([C:10]3[CH:11]=[CH:12][CH:13]=[CH:14][CH:15]=3)=[CH:7][C:6]=2[CH:16]=1. The catalyst class is: 3. (5) Reactant: [CH2:1]([O:5][C:6]1[CH:11]=[CH:10][C:9]([CH2:12][OH:13])=[C:8]([O:14][C:15]2[C:20]([Cl:21])=[CH:19][C:18]([C:22]([F:25])([F:24])[F:23])=[CH:17][N:16]=2)[CH:7]=1)[CH2:2][CH2:3][CH3:4].[CH2:26]([S:31]([NH2:34])(=[O:33])=[O:32])[CH2:27][CH2:28][CH2:29][CH3:30].N12CCCN=C1CCCCC2.Cl.CN(C)[CH:49]=[O:50]. Product: [CH2:26]([S:31]([NH:34][C:49](=[O:50])[O:13][CH2:12][C:9]1[CH:10]=[CH:11][C:6]([O:5][CH2:1][CH2:2][CH2:3][CH3:4])=[CH:7][C:8]=1[O:14][C:15]1[C:20]([Cl:21])=[CH:19][C:18]([C:22]([F:24])([F:25])[F:23])=[CH:17][N:16]=1)(=[O:33])=[O:32])[CH2:27][CH2:28][CH2:29][CH3:30]. The catalyst class is: 13. (6) Reactant: Cl.[N:2]1[C:11]2[C:6](=[CH:7][CH:8]=[CH:9][CH:10]=2)[C:5]([CH2:12][NH2:13])=[CH:4][CH:3]=1.C(N(CC)CC)C.[Br:21][C:22]1[S:26][C:25]([S:27](Cl)(=[O:29])=[O:28])=[CH:24][CH:23]=1. Product: [Br:21][C:22]1[S:26][C:25]([S:27]([NH:13][CH2:12][C:5]2[C:6]3[C:11](=[CH:10][CH:9]=[CH:8][CH:7]=3)[N:2]=[CH:3][CH:4]=2)(=[O:29])=[O:28])=[CH:24][CH:23]=1. The catalyst class is: 4. (7) Reactant: [CH:1]1([NH:4][C:5]([NH:7][C:8]2[CH:13]=[CH:12][C:11]([O:14][C:15]3[CH:20]=[CH:19][N:18]=[C:17]4[CH:21]=[C:22]([C:24]5[CH:29]=[CH:28][C:27]([CH2:30][N:31]6[CH2:36][CH2:35][NH:34][CH2:33][CH2:32]6)=[CH:26][N:25]=5)[S:23][C:16]=34)=[C:10]([F:37])[CH:9]=2)=[O:6])[CH2:3][CH2:2]1.[C:38]([S:41][CH2:42][C:43](O)=[O:44])(=[O:40])[CH3:39].C(N(CC)CC)C.C(Cl)CCl.Cl. Product: [C:38](=[O:40])([S:41][CH2:42][C:43]([N:34]1[CH2:33][CH2:32][N:31]([CH2:30][C:27]2[CH:26]=[N:25][C:24]([C:22]3[S:23][C:16]4[C:17](=[N:18][CH:19]=[CH:20][C:15]=4[O:14][C:11]4[CH:12]=[CH:13][C:8]([NH:7][C:5]([NH:4][CH:1]5[CH2:3][CH2:2]5)=[O:6])=[CH:9][C:10]=4[F:37])[CH:21]=3)=[CH:29][CH:28]=2)[CH2:36][CH2:35]1)=[O:44])[CH3:39]. The catalyst class is: 31.